Task: Predict the reactants needed to synthesize the given product.. Dataset: Full USPTO retrosynthesis dataset with 1.9M reactions from patents (1976-2016) (1) Given the product [CH3:1][O:2][C:3]1[CH:4]=[C:5]([CH:33]=[CH:34][CH:35]=1)[CH2:6][N:7]1[C:15]2[C:10](=[CH:11][C:12]([C:16]([F:19])([F:17])[F:18])=[CH:13][CH:14]=2)[C:9]([C:20]2[CH:21]=[N:22][C:23]([O:26][CH3:27])=[CH:24][CH:25]=2)=[C:8]1[CH2:28][OH:29], predict the reactants needed to synthesize it. The reactants are: [CH3:1][O:2][C:3]1[CH:4]=[C:5]([CH:33]=[CH:34][CH:35]=1)[CH2:6][N:7]1[C:15]2[C:10](=[CH:11][C:12]([C:16]([F:19])([F:18])[F:17])=[CH:13][CH:14]=2)[C:9]([C:20]2[CH:21]=[N:22][C:23]([O:26][CH3:27])=[CH:24][CH:25]=2)=[C:8]1[C:28](OCC)=[O:29].[H-].[Al+3].[Li+].[H-].[H-].[H-].Cl. (2) Given the product [CH3:1][O:2][CH2:3][C:4]1[CH:5]=[C:6]([CH:7]=[CH:8][CH:9]=1)[NH2:10], predict the reactants needed to synthesize it. The reactants are: [CH3:1][O:2][CH2:3][C:4]1[CH:5]=[C:6]([N+:10]([O-])=O)[CH:7]=[CH:8][CH:9]=1.